This data is from Ames mutagenicity test results for genotoxicity prediction. The task is: Regression/Classification. Given a drug SMILES string, predict its toxicity properties. Task type varies by dataset: regression for continuous values (e.g., LD50, hERG inhibition percentage) or binary classification for toxic/non-toxic outcomes (e.g., AMES mutagenicity, cardiotoxicity, hepatotoxicity). Dataset: ames. (1) The molecule is CC(C)(Cl)OC(C)(C)Cl. The result is 1 (mutagenic). (2) The result is 0 (non-mutagenic). The drug is Cc1ccc2c(C)cccc2c1. (3) The compound is CC(C)(OOC(C)(C)c1ccccc1)c1ccccc1. The result is 0 (non-mutagenic).